From a dataset of Full USPTO retrosynthesis dataset with 1.9M reactions from patents (1976-2016). Predict the reactants needed to synthesize the given product. (1) Given the product [F:1][C:2]1[C:11]([N+:20]([O-:22])=[O:21])=[CH:10][C:5]([C:6]([O:8][CH3:9])=[O:7])=[C:4]([CH2:12][O:13][CH3:14])[CH:3]=1, predict the reactants needed to synthesize it. The reactants are: [F:1][C:2]1[CH:11]=[CH:10][C:5]([C:6]([O:8][CH3:9])=[O:7])=[C:4]([CH2:12][O:13][CH3:14])[CH:3]=1.S(=O)(=O)(O)O.[N+:20]([O-])([O-:22])=[O:21].[K+]. (2) Given the product [CH3:20][O:19][C:15]1[CH:14]=[C:13]([N:9]2[CH:8]=[C:7]([C:1]3[CH:2]=[CH:3][CH:4]=[CH:5][CH:6]=3)[CH:11]=[N:10]2)[CH:18]=[CH:17][CH:16]=1, predict the reactants needed to synthesize it. The reactants are: [C:1]1([C:7]2[CH:8]=[N:9][NH:10][CH:11]=2)[CH:6]=[CH:5][CH:4]=[CH:3][CH:2]=1.I[C:13]1[CH:18]=[CH:17][CH:16]=[C:15]([O:19][CH3:20])[CH:14]=1.C([O-])([O-])=O.[K+].[K+].[C@@H]1(N)CCCC[C@H]1N. (3) Given the product [F:29][C:30]1[CH:37]=[CH:36][CH:35]=[CH:34][C:31]=1/[CH:32]=[CH:9]/[C:7]([O:6][CH:4]([CH3:5])[CH3:38])=[O:8], predict the reactants needed to synthesize it. The reactants are: [H-].[Na+].[Br-].[CH2:4]([O:6][C:7]([CH2:9][P+](C1C=CC=CC=1)(C1C=CC=CC=1)C1C=CC=CC=1)=[O:8])[CH3:5].[F:29][C:30]1[CH:37]=[CH:36][CH:35]=[CH:34][C:31]=1[CH:32]=O.[CH3:38]N(C=O)C. (4) Given the product [Cl:3][C:4]1[CH:5]=[C:6]([C:11]2([CH3:31])[C:16]([C:17]([O:19][CH3:20])=[O:18])=[C:15]([CH3:1])[CH2:14][CH:13]([CH3:30])[CH2:12]2)[CH:7]=[CH:8][C:9]=1[Cl:10], predict the reactants needed to synthesize it. The reactants are: [CH3:1][Li].[Cl:3][C:4]1[CH:5]=[C:6]([C:11]2([CH3:31])[C:16]([C:17]([O:19][CH3:20])=[O:18])=[C:15](OP(OCC)(OCC)=O)[CH2:14][CH:13]([CH3:30])[CH2:12]2)[CH:7]=[CH:8][C:9]=1[Cl:10].[Cl-].[NH4+]. (5) Given the product [CH:20]([N:16]1[C:15]([C:9]2[S:10][C:11]3[CH2:12][CH2:13][O:14][C:5]4[CH:4]=[CH:3][C:2]([C:27]5[CH:28]=[N:29][CH:30]=[C:25]([CH3:24])[CH:26]=5)=[CH:23][C:6]=4[C:7]=3[N:8]=2)=[N:19][CH:18]=[N:17]1)([CH3:22])[CH3:21], predict the reactants needed to synthesize it. The reactants are: Br[C:2]1[CH:3]=[CH:4][C:5]2[O:14][CH2:13][CH2:12][C:11]3[S:10][C:9]([C:15]4[N:16]([CH:20]([CH3:22])[CH3:21])[N:17]=[CH:18][N:19]=4)=[N:8][C:7]=3[C:6]=2[CH:23]=1.[CH3:24][C:25]1[CH:26]=[C:27](B(O)O)[CH:28]=[N:29][CH:30]=1. (6) Given the product [CH3:19][N:17]([CH2:16][CH:12]1[CH2:13][CH2:14][CH2:15][N:11]1[C:3]1[CH:4]=[CH:5][C:6]([NH2:8])=[CH:7][C:2]=1[F:1])[CH3:18], predict the reactants needed to synthesize it. The reactants are: [F:1][C:2]1[CH:7]=[C:6]([N+:8]([O-])=O)[CH:5]=[CH:4][C:3]=1[N:11]1[CH2:15][CH2:14][CH2:13][CH:12]1[CH2:16][N:17]([CH3:19])[CH3:18].